This data is from Catalyst prediction with 721,799 reactions and 888 catalyst types from USPTO. The task is: Predict which catalyst facilitates the given reaction. The catalyst class is: 14. Reactant: C(C([CH2:18][C:19]([C:21]1[CH:30]=[C:29]([O:31][CH3:32])[C:24]2[O:25][CH2:26][CH2:27][O:28][C:23]=2[C:22]=1[O:33][CH3:34])=[O:20])C(C1C=CC=CC=1)=O)(=O)C1C=CC=CC=1.[OH-:35].[Na+]. Product: [CH3:34][O:33][C:22]1[C:23]2[O:28][CH2:27][CH2:26][O:25][C:24]=2[C:29]([O:31][CH3:32])=[CH:30][C:21]=1[C:19](=[O:20])[CH2:18][C:19]([C:21]1[CH:30]=[CH:29][CH:24]=[CH:23][CH:22]=1)=[O:35].